Dataset: Forward reaction prediction with 1.9M reactions from USPTO patents (1976-2016). Task: Predict the product of the given reaction. Given the reactants [CH:1]1([N:4]([CH2:39][C:40]2[CH:45]=[C:44]([CH2:46][CH2:47][CH2:48][O:49][CH3:50])[CH:43]=[C:42]([O:51][CH2:52][C@@H:53]3[CH2:55][C@H:54]3[C:56]([O:58][CH2:59][CH3:60])=[O:57])[CH:41]=2)[C:5]([C@@H:7]2[C@@H:12]([C:13]3[CH:18]=[CH:17][C:16]([O:19][CH2:20][CH2:21][O:22][C:23]4[C:28]([Cl:29])=[CH:27][C:26]([CH3:30])=[CH:25][C:24]=4[Cl:31])=[CH:15][CH:14]=3)[CH2:11][CH2:10][N:9](C(OC(C)(C)C)=O)[CH2:8]2)=[O:6])[CH2:3][CH2:2]1.Cl.O1CCOCC1, predict the reaction product. The product is: [CH:1]1([N:4]([CH2:39][C:40]2[CH:41]=[C:42]([CH:43]=[C:44]([CH2:46][CH2:47][CH2:48][O:49][CH3:50])[CH:45]=2)[O:51][CH2:52][C@@H:53]2[CH2:55][C@H:54]2[C:56]([O:58][CH2:59][CH3:60])=[O:57])[C:5]([C@@H:7]2[C@@H:12]([C:13]3[CH:14]=[CH:15][C:16]([O:19][CH2:20][CH2:21][O:22][C:23]4[C:28]([Cl:29])=[CH:27][C:26]([CH3:30])=[CH:25][C:24]=4[Cl:31])=[CH:17][CH:18]=3)[CH2:11][CH2:10][NH:9][CH2:8]2)=[O:6])[CH2:3][CH2:2]1.